This data is from Catalyst prediction with 721,799 reactions and 888 catalyst types from USPTO. The task is: Predict which catalyst facilitates the given reaction. (1) Reactant: [CH:1]([NH:4][C:5]1[CH:10]=[CH:9][CH:8]=[CH:7][C:6]=1[CH2:11][OH:12])([CH3:3])[CH3:2]. Product: [CH:1]([NH:4][C:5]1[CH:10]=[CH:9][CH:8]=[CH:7][C:6]=1[CH:11]=[O:12])([CH3:3])[CH3:2]. The catalyst class is: 661. (2) Reactant: [C:1](/[C:3](=[C:26]1/[NH:27][C:28]2[CH:36]=[CH:35][CH:34]=[CH:33][C:29]=2[N:30]/1[CH2:31][CH3:32])/[C:4]1[C:9](C)=[CH:8][N:7]=[C:6]([NH:11][C:12]([C@H:14]2[CH2:18][S:17][CH2:16][N:15]2C(OC(C)(C)C)=O)=[O:13])[N:5]=1)#[N:2].C(O)(C(F)(F)F)=O. Product: [C:1](/[C:3](=[C:26]1/[NH:27][C:28]2[CH:36]=[CH:35][CH:34]=[CH:33][C:29]=2[N:30]/1[CH2:31][CH3:32])/[C:4]1[CH:9]=[CH:8][N:7]=[C:6]([NH:11][C:12]([C@H:14]2[CH2:18][S:17][CH2:16][NH:15]2)=[O:13])[N:5]=1)#[N:2]. The catalyst class is: 2. (3) Reactant: [CH:1]1[C:10]2[C:5](=[CH:6][CH:7]=[CH:8][CH:9]=2)[CH:4]=[CH:3][C:2]=1[S:11]([C:14]1(/[CH:17]=[CH:18]/[C:19]([O:21][CH3:22])=[O:20])[CH2:16][CH2:15]1)(=[O:13])=[O:12]. Product: [CH:1]1[C:10]2[C:5](=[CH:6][CH:7]=[CH:8][CH:9]=2)[CH:4]=[CH:3][C:2]=1[S:11]([C:14]1([CH2:17][CH2:18][C:19]([O:21][CH3:22])=[O:20])[CH2:15][CH2:16]1)(=[O:13])=[O:12]. The catalyst class is: 99. (4) Reactant: Br[C:2]1[N:7]2[CH:8]=[C:9]([CH2:11][O:12][C:13]3[CH:22]=[CH:21][C:20]4[C:15](=[CH:16][CH:17]=[CH:18][CH:19]=4)[N:14]=3)[N:10]=[C:6]2[C:5]([N:23]2[CH2:28][CH2:27][O:26][CH2:25][CH2:24]2)=[N:4][CH:3]=1.[CH3:29][N:30](C=O)C. Product: [O:26]1[CH2:27][CH2:28][N:23]([C:5]2[C:6]3[N:7]([CH:8]=[C:9]([CH2:11][O:12][C:13]4[CH:22]=[CH:21][C:20]5[C:15](=[CH:16][CH:17]=[CH:18][CH:19]=5)[N:14]=4)[N:10]=3)[C:2]([C:29]#[N:30])=[CH:3][N:4]=2)[CH2:24][CH2:25]1. The catalyst class is: 267. (5) Reactant: [Na].[Cl:2][C:3]1[C:8]([Cl:9])=[CH:7][CH:6]=[CH:5][C:4]=1[SH:10].Cl[C:12]1[S:16][C:15]([C:17]([O:19][CH2:20][CH3:21])=[O:18])=[CH:14][C:13]=1[N+:22]([O-:24])=[O:23]. Product: [Cl:2][C:3]1[C:8]([Cl:9])=[CH:7][CH:6]=[CH:5][C:4]=1[S:10][C:12]1[S:16][C:15]([C:17]([O:19][CH2:20][CH3:21])=[O:18])=[CH:14][C:13]=1[N+:22]([O-:24])=[O:23]. The catalyst class is: 40.